This data is from Full USPTO retrosynthesis dataset with 1.9M reactions from patents (1976-2016). The task is: Predict the reactants needed to synthesize the given product. (1) The reactants are: [CH2:1]([CH2:3][NH2:4])[OH:2].[H-].[Na+].[Cl:7][C:8]1[CH:13]=[CH:12][CH:11]=[C:10](Cl)[N:9]=1.C(Cl)Cl. Given the product [Cl:7][C:8]1[N:9]=[C:10]([O:2][CH2:1][CH2:3][NH2:4])[CH:11]=[CH:12][CH:13]=1, predict the reactants needed to synthesize it. (2) Given the product [Cl:43][C:40]1[CH:39]=[CH:38][C:37]([C@H:33]([C:34]([N:20]2[CH2:19][CH2:18][N:17]([C:9]3[C:8]([C:4]4[CH:5]=[CH:6][CH:7]=[C:2]([F:1])[CH:3]=4)=[CH:13][N:12]=[C:11]4[NH:14][CH:15]=[CH:16][C:10]=34)[CH2:22][CH2:21]2)=[O:35])[CH2:32][C:31]([NH:30][C:28](=[O:29])[O:27][C:23]([CH3:25])([CH3:24])[CH3:26])([CH3:45])[CH3:44])=[CH:42][CH:41]=1, predict the reactants needed to synthesize it. The reactants are: [F:1][C:2]1[CH:3]=[C:4]([C:8]2[C:9]([N:17]3[CH2:22][CH2:21][NH:20][CH2:19][CH2:18]3)=[C:10]3[CH:16]=[CH:15][NH:14][C:11]3=[N:12][CH:13]=2)[CH:5]=[CH:6][CH:7]=1.[C:23]([O:27][C:28]([NH:30][C:31]([CH3:45])([CH3:44])[CH2:32][C@H:33]([C:37]1[CH:42]=[CH:41][C:40]([Cl:43])=[CH:39][CH:38]=1)[C:34](O)=[O:35])=[O:29])([CH3:26])([CH3:25])[CH3:24].C1C=CC2N(O)N=NC=2C=1.O.CCN=C=NCCCN(C)C.CCN(C(C)C)C(C)C.C([O-])([O-])=O.[Na+].[Na+]. (3) Given the product [ClH:35].[ClH:35].[CH3:1][N:2]([CH2:4][C:5]1[C:13]2[O:12][N:11]=[C:10]([CH2:14][CH2:15][CH:16]3[CH2:17][CH2:18][N:19]([CH2:22][C:23]4[CH:24]=[CH:25][CH:26]=[CH:27][CH:28]=4)[CH2:20][CH2:21]3)[C:9]=2[CH:8]=[CH:7][C:6]=1[C:29]1[CH:34]=[CH:33][CH:32]=[CH:31][CH:30]=1)[CH3:3], predict the reactants needed to synthesize it. The reactants are: [CH3:1][N:2]([CH2:4][C:5]1[C:13]2[O:12][N:11]=[C:10]([CH2:14][CH2:15][CH:16]3[CH2:21][CH2:20][N:19]([CH2:22][C:23]4[CH:28]=[CH:27][CH:26]=[CH:25][CH:24]=4)[CH2:18][CH2:17]3)[C:9]=2[CH:8]=[CH:7][C:6]=1[C:29]1[CH:34]=[CH:33][CH:32]=[CH:31][CH:30]=1)[CH3:3].[ClH:35]. (4) Given the product [CH3:29][O:30][C:31](=[O:41])[C@H:32]([NH:33][CH2:24][C:21]1[CH:22]=[CH:23][C:18]([C:17]2[O:16][N:15]=[C:14]([CH3:26])[C:13]=2[NH:12][C:11]([O:10][C@@H:8]([C:3]2[CH:4]=[CH:5][CH:6]=[CH:7][C:2]=2[Cl:1])[CH3:9])=[O:27])=[CH:19][CH:20]=1)[CH2:34][C:35]1[CH:40]=[CH:39][CH:38]=[CH:37][CH:36]=1, predict the reactants needed to synthesize it. The reactants are: [Cl:1][C:2]1[CH:7]=[CH:6][CH:5]=[CH:4][C:3]=1[C@H:8]([O:10][C:11](=[O:27])[NH:12][C:13]1[C:14]([CH3:26])=[N:15][O:16][C:17]=1[C:18]1[CH:23]=[CH:22][C:21]([CH2:24]Cl)=[CH:20][CH:19]=1)[CH3:9].Cl.[CH3:29][O:30][C:31](=[O:41])[C@@H:32]([CH2:34][C:35]1[CH:40]=[CH:39][CH:38]=[CH:37][CH:36]=1)[NH2:33]. (5) The reactants are: [Cl:1][C:2]1[CH:3]=[CH:4][C:5]2[C:11](=O)[C:10](=[CH:13]N(C)C)[CH2:9][C:8](=[O:17])[NH:7][C:6]=2[CH:18]=1.[Cl:19][C:20]1[CH:25]=[CH:24][CH:23]=[CH:22][C:21]=1[NH:26][C:27]([NH2:29])=[NH:28]. Given the product [Cl:1][C:2]1[CH:3]=[CH:4][C:5]2[C:11]3[N:28]=[C:27]([NH:26][C:21]4[CH:22]=[CH:23][CH:24]=[CH:25][C:20]=4[Cl:19])[N:29]=[CH:13][C:10]=3[CH2:9][C:8](=[O:17])[NH:7][C:6]=2[CH:18]=1, predict the reactants needed to synthesize it. (6) Given the product [Br:55][C:51]1[CH:50]=[C:49]([Si:36]([C:32]2[CH:31]=[C:30]([C:16]3[CH:17]=[CH:18][CH:19]=[C:14]([C:4]4[C:5]5[S:6][C:7]6[CH:13]=[CH:12][CH:11]=[CH:10][C:8]=6[C:9]=5[CH:1]=[CH:2][CH:3]=4)[CH:15]=3)[CH:35]=[CH:34][CH:33]=2)([C:43]2[CH:44]=[CH:45][CH:46]=[CH:47][CH:48]=2)[C:37]2[CH:38]=[CH:39][CH:40]=[CH:41][CH:42]=2)[CH:54]=[CH:53][CH:52]=1, predict the reactants needed to synthesize it. The reactants are: [CH:1]1[C:9]2[C:8]3[CH:10]=[CH:11][CH:12]=[CH:13][C:7]=3[S:6][C:5]=2[C:4]([C:14]2[CH:15]=[C:16](B3OC(C)(C)C(C)(C)O3)[CH:17]=[CH:18][CH:19]=2)=[CH:3][CH:2]=1.Br[C:30]1[CH:31]=[C:32]([Si:36]([C:49]2[CH:54]=[CH:53][CH:52]=[C:51]([Br:55])[CH:50]=2)([C:43]2[CH:48]=[CH:47][CH:46]=[CH:45][CH:44]=2)[C:37]2[CH:42]=[CH:41][CH:40]=[CH:39][CH:38]=2)[CH:33]=[CH:34][CH:35]=1.COC1C=CC=C(OC)C=1C1C=CC=CC=1P(C1CCCCC1)C1CCCCC1.[O-]P([O-])([O-])=O.[K+].[K+].[K+].